Dataset: Peptide-MHC class I binding affinity with 185,985 pairs from IEDB/IMGT. Task: Regression. Given a peptide amino acid sequence and an MHC pseudo amino acid sequence, predict their binding affinity value. This is MHC class I binding data. (1) The peptide sequence is SGFGGETPV. The MHC is HLA-A02:16 with pseudo-sequence HLA-A02:16. The binding affinity (normalized) is 0.756. (2) The peptide sequence is VIARTHTAL. The MHC is HLA-A02:01 with pseudo-sequence HLA-A02:01. The binding affinity (normalized) is 0.0847. (3) The peptide sequence is PDIYKGVY. The MHC is H-2-Db with pseudo-sequence H-2-Db. The binding affinity (normalized) is 0. (4) The peptide sequence is FSFLMENYL. The MHC is H-2-Kb with pseudo-sequence H-2-Kb. The binding affinity (normalized) is 0.424. (5) The binding affinity (normalized) is 0. The peptide sequence is TFFSYLMKDK. The MHC is HLA-A02:01 with pseudo-sequence HLA-A02:01. (6) The peptide sequence is KTDIVNTTY. The MHC is HLA-B57:01 with pseudo-sequence HLA-B57:01. The binding affinity (normalized) is 0.419. (7) The binding affinity (normalized) is 0.477. The MHC is HLA-A02:06 with pseudo-sequence HLA-A02:06. The peptide sequence is LARQHIAAL. (8) The peptide sequence is DNVRNVENV. The MHC is H-2-Db with pseudo-sequence H-2-Db. The binding affinity (normalized) is 0.117. (9) The peptide sequence is KETINEEAA. The MHC is HLA-B58:01 with pseudo-sequence HLA-B58:01. The binding affinity (normalized) is 0.0431.